This data is from Full USPTO retrosynthesis dataset with 1.9M reactions from patents (1976-2016). The task is: Predict the reactants needed to synthesize the given product. (1) Given the product [Cl:25][C:6]1[CH:5]=[CH:4][C:3]([CH2:2][NH:1][C:35](=[O:40])[C:36]([CH3:39])([CH3:38])[CH3:37])=[CH:8][C:7]=1[C:9]1[NH:13][C:12](=[O:14])[N:11]([C:15]2[CH:16]=[CH:17][C:18]([C:21]([F:24])([F:23])[F:22])=[CH:19][CH:20]=2)[N:10]=1, predict the reactants needed to synthesize it. The reactants are: [NH2:1][CH2:2][C:3]1[CH:4]=[CH:5][C:6]([Cl:25])=[C:7]([C:9]2[NH:13][C:12](=[O:14])[N:11]([C:15]3[CH:20]=[CH:19][C:18]([C:21]([F:24])([F:23])[F:22])=[CH:17][CH:16]=3)[N:10]=2)[CH:8]=1.CCN(C(C)C)C(C)C.[C:35](Cl)(=[O:40])[C:36]([CH3:39])([CH3:38])[CH3:37]. (2) Given the product [Br:23][C:24]1[CH:25]=[C:26]([C:27]2[O:1][N:2]=[C:3]([C:5]3[CH:13]=[CH:12][C:11]4[NH:10][C:9]5[CH:14]([CH2:17][C:18]([O:20][CH2:21][CH3:22])=[O:19])[CH2:15][CH2:16][C:8]=5[C:7]=4[CH:6]=3)[N:4]=2)[CH:30]=[C:31]([C:33]([F:34])([F:35])[F:36])[CH:32]=1, predict the reactants needed to synthesize it. The reactants are: [OH:1][NH:2][C:3]([C:5]1[CH:13]=[CH:12][C:11]2[NH:10][C:9]3[CH:14]([CH2:17][C:18]([O:20][CH2:21][CH3:22])=[O:19])[CH2:15][CH2:16][C:8]=3[C:7]=2[CH:6]=1)=[NH:4].[Br:23][C:24]1[CH:25]=[C:26]([CH:30]=[C:31]([C:33]([F:36])([F:35])[F:34])[CH:32]=1)[C:27](Cl)=O. (3) Given the product [ClH:30].[Cl:59][C:60]1[CH:65]=[CH:64][CH:63]=[C:62]([F:66])[C:61]=1[CH2:67][CH2:68][NH:69][C:70]1[N:75]=[C:74]([O:76][CH3:77])[N:73]=[C:72]([C:78]2[CH:79]=[C:80]([CH:87]=[CH:88][CH:89]=2)[O:81][CH2:82][C:83]2[NH:84][C:15](=[O:17])[O:86][N:85]=2)[CH:71]=1, predict the reactants needed to synthesize it. The reactants are: CS(C1C=C(C2N=[C:15]([O:17]C)N=C(NCCC3C=CC(OC)=CC=3)C=2)C=CC=1)(=O)=O.[Cl:30]C1C=C(Cl)C=CC=1CCNC1N=C(OC)N=C(C2C=C(C=CC=2)OCC#N)C=1.[Cl:59][C:60]1[CH:65]=[CH:64][CH:63]=[C:62]([F:66])[C:61]=1[CH2:67][CH2:68][NH:69][C:70]1[N:75]=[C:74]([O:76][CH3:77])[N:73]=[C:72]([C:78]2[CH:79]=[C:80]([CH:87]=[CH:88][CH:89]=2)[O:81][CH2:82][C:83]([NH:85][OH:86])=[NH:84])[CH:71]=1.